This data is from Full USPTO retrosynthesis dataset with 1.9M reactions from patents (1976-2016). The task is: Predict the reactants needed to synthesize the given product. The reactants are: [CH:1]1([CH2:4][S:5][C:6]2[CH:7]=[C:8]([O:28][C:29]3[C:30]([CH3:35])=[N:31][CH:32]=[CH:33][CH:34]=3)[C:9]([NH:12][C:13]3[S:17][N:16]=[C:15]([C@H:18]4[CH2:22][O:21]C5(CCCCC5)[O:19]4)[N:14]=3)=[N:10][CH:11]=2)[CH2:3][CH2:2]1.Cl. Given the product [CH:1]1([CH2:4][S:5][C:6]2[CH:7]=[C:8]([O:28][C:29]3[C:30]([CH3:35])=[N:31][CH:32]=[CH:33][CH:34]=3)[C:9]([NH:12][C:13]3[S:17][N:16]=[C:15]([C@H:18]([OH:19])[CH2:22][OH:21])[N:14]=3)=[N:10][CH:11]=2)[CH2:3][CH2:2]1, predict the reactants needed to synthesize it.